Dataset: Forward reaction prediction with 1.9M reactions from USPTO patents (1976-2016). Task: Predict the product of the given reaction. Given the reactants C[C:2]1[C:13]2[CH2:12][C:11]([CH3:14])=[CH:10][C:9]=2C(C)=C2C=1CCC2.BrC1C=CC=[C:21]2[C:25]=1[CH2:24][C:23]([CH3:26])=[CH:22]2.P(C(C)(C)C)(C(C)(C)C)C(C)(C)C.C1([Mg]Br)CC1.[NH4+].[Cl-], predict the reaction product. The product is: [CH:23]1([C:24]2[CH:25]=[CH:21][CH:2]=[C:13]3[C:9]=2[CH2:10][C:11]([CH3:14])=[CH:12]3)[CH2:22][CH2:26]1.